Dataset: Reaction yield outcomes from USPTO patents with 853,638 reactions. Task: Predict the reaction yield, written as a fraction of the theoretical maximum amount of product (1.0 means a 100% yield; for example, 0.34 means a 34% yield). (1) The product is [CH3:49][N:48]([CH3:50])[O:47][CH2:46][CH2:45][O:44][C@@H:32]1[C@H:31]([OH:51])[C@@H:30]([CH2:29][OH:28])[O:34][C@H:33]1[N:35]1[CH:42]=[C:41]([CH3:43])[C:39](=[O:40])[NH:38][C:36]1=[O:37]. The yield is 0.925. The reactants are F.F.F.C(N(CC)CC)C.[Si]([O:28][CH2:29][C@H:30]1[O:34][C@@H:33]([N:35]2[CH:42]=[C:41]([CH3:43])[C:39](=[O:40])[NH:38][C:36]2=[O:37])[C@H:32]([O:44][CH2:45][CH2:46][O:47][N:48]([CH3:50])[CH3:49])[C@@H:31]1[OH:51])(C(C)(C)C)(C1C=CC=CC=1)C1C=CC=CC=1.CO. The catalyst is C1COCC1.C(Cl)Cl. (2) The reactants are [F:1][C:2]1[C:3]([CH:22]=O)=[CH:4][N:5]([S:13]([C:16]2[CH:21]=[CH:20][CH:19]=[CH:18][CH:17]=2)(=[O:15])=[O:14])[C:6]=1[C:7]1[CH:12]=[CH:11][CH:10]=[CH:9][CH:8]=1.CO.[CH3:26][NH2:27].[BH4-].[Na+].[ClH:30].C(=O)([O-])O.[Na+]. The catalyst is CO. The product is [ClH:30].[F:1][C:2]1[C:3]([CH2:22][NH:27][CH3:26])=[CH:4][N:5]([S:13]([C:16]2[CH:21]=[CH:20][CH:19]=[CH:18][CH:17]=2)(=[O:15])=[O:14])[C:6]=1[C:7]1[CH:12]=[CH:11][CH:10]=[CH:9][CH:8]=1. The yield is 0.0900. (3) The reactants are [OH:1][C@H:2]([CH3:19])[CH2:3][CH2:4][C:5]1[C:10]([O:11][CH2:12][O:13][CH3:14])=[CH:9][CH:8]=[CH:7][C:6]=1[NH:15][C:16](=[O:18])[CH3:17].C(N(CC)CC)C.[CH3:27][S:28](Cl)(=[O:30])=[O:29].[Cl-].[Na+]. The catalyst is C(#N)C.C(OCC)(=O)C. The product is [CH3:27][S:28]([O:1][C@@H:2]([CH2:3][CH2:4][C:5]1[C:10]([O:11][CH2:12][O:13][CH3:14])=[CH:9][CH:8]=[CH:7][C:6]=1[NH:15][C:16](=[O:18])[CH3:17])[CH3:19])(=[O:30])=[O:29]. The yield is 1.00. (4) The reactants are O[Li].O.[Br:4][C:5]1[CH:6]=[CH:7][C:8]2[N:9]([CH2:19][CH:20]3[O:24]C(=O)[N:22]([C:26]4[CH:31]=[CH:30][CH:29]=[CH:28][N:27]=4)[CH2:21]3)[C:10]3[C:15]([C:16]=2[CH:17]=1)=[CH:14][C:13]([Br:18])=[CH:12][CH:11]=3.O. The yield is 0.410. The catalyst is C1COCC1. The product is [Br:18][C:13]1[CH:12]=[CH:11][C:10]2[N:9]([CH2:19][CH:20]([OH:24])[CH2:21][NH:22][C:26]3[CH:31]=[CH:30][CH:29]=[CH:28][N:27]=3)[C:8]3[C:16]([C:15]=2[CH:14]=1)=[CH:17][C:5]([Br:4])=[CH:6][CH:7]=3. (5) The reactants are [CH2:1]([O:3][C:4](=[O:36])[CH2:5][C:6]1([NH:21][S:22]([C:25]2[CH:30]=[CH:29][C:28]([CH2:31][CH2:32][CH2:33][CH2:34][CH3:35])=[CH:27][CH:26]=2)(=[O:24])=[O:23])[CH2:10][CH2:9][N:8](C(OCC2C=CC=CC=2)=O)[CH2:7]1)[CH3:2]. The catalyst is CCO.[Pd]. The product is [CH2:31]([C:28]1[CH:29]=[CH:30][C:25]([S:22]([NH:21][C:6]2([CH2:5][C:4]([O:3][CH2:1][CH3:2])=[O:36])[CH2:10][CH2:9][NH:8][CH2:7]2)(=[O:23])=[O:24])=[CH:26][CH:27]=1)[CH2:32][CH2:33][CH2:34][CH3:35]. The yield is 0.620. (6) The reactants are [OH:1][C:2]1[CH:9]=[CH:8][CH:7]=[CH:6][C:3]=1[CH2:4][OH:5].[CH3:10]O. No catalyst specified. The product is [CH3:10][O:5][CH2:4][C:3]1[CH:6]=[CH:7][CH:8]=[CH:9][C:2]=1[OH:1]. The yield is 0.580. (7) The reactants are [CH2:1]([C@H:3]1[C@@H:7]([C:8]2[N:12]3[C:13]4[CH:19]=[CH:18][N:17](S(C5C=CC(C)=CC=5)(=O)=O)[C:14]=4[N:15]=[CH:16][C:11]3=[N:10][N:9]=2)[CH2:6][C:5](=[CH:30][C:31]([O:33][CH2:34][CH3:35])=[O:32])[CH2:4]1)[CH3:2].CCCC[N+](CCCC)(CCCC)CCCC.[F-].CCOC(C)=O. The catalyst is C1COCC1.[Cl-].[Na+].O. The product is [CH2:1]([C@H:3]1[C@@H:7]([C:8]2[N:12]3[C:13]4[CH:19]=[CH:18][NH:17][C:14]=4[N:15]=[CH:16][C:11]3=[N:10][N:9]=2)[CH2:6][C:5](=[CH:30][C:31]([O:33][CH2:34][CH3:35])=[O:32])[CH2:4]1)[CH3:2]. The yield is 1.00. (8) The reactants are [NH2:1][C:2]1[CH:3]=[CH:4][CH:5]=[C:6]2[C:10]=1[N:9]([CH2:11][O:12][CH3:13])[C:8]([C:14]([O:16][CH2:17][CH3:18])=[O:15])=[CH:7]2.[Cl:19]N1C(=O)CCC1=O.CN(C)C=O. The catalyst is O. The product is [NH2:1][C:2]1[CH:3]=[CH:4][C:5]([Cl:19])=[C:6]2[C:10]=1[N:9]([CH2:11][O:12][CH3:13])[C:8]([C:14]([O:16][CH2:17][CH3:18])=[O:15])=[CH:7]2. The yield is 0.250. (9) The yield is 0.342. The product is [Cl:48][C:49]1[CH:54]=[C:53]([Cl:55])[CH:52]=[CH:51][C:50]=1[CH2:56][NH:57][C:7]([CH:6]1[CH2:5][N:4]([C:10]2[N:14]([CH3:15])[CH:13]=[N:12][CH:11]=2)[C:3](=[O:16])[N:2]1[CH3:1])=[O:9]. The reactants are [CH3:1][N:2]1[CH:6]([C:7]([OH:9])=O)[CH2:5][N:4]([C:10]2[N:14]([CH3:15])[CH:13]=[N:12][CH:11]=2)[C:3]1=[O:16].C(N1CCOCC1)C.O.ON1C2C=CC=CC=2N=N1.Cl.C(N=C=NCCCN(C)C)C.[Cl:48][C:49]1[CH:54]=[C:53]([Cl:55])[CH:52]=[CH:51][C:50]=1[CH2:56][NH2:57]. The catalyst is ClCCl. (10) The reactants are [CH2:1]([O:8][C:9]1[N:10]=[N:11][C:12]([C:23]([C:25]2[CH:30]=[CH:29][CH:28]=[CH:27][CH:26]=2)=[CH2:24])=[CH:13][C:14]=1[O:15][CH2:16][C:17]1[CH:22]=[CH:21][CH:20]=[CH:19][CH:18]=1)[C:2]1[CH:7]=[CH:6][CH:5]=[CH:4][CH:3]=1.C(OC1N=NC(Cl)=CC=1OCC1C=CC=CC=1)C1C=CC=CC=1.CC1(C)C(C)(C)OB(C(C2C=CC([C:70]([F:73])([F:72])[F:71])=CC=2)=C)O1. No catalyst specified. The product is [CH2:1]([O:8][C:9]1[N:10]=[N:11][C:12]([C:23]([C:25]2[CH:30]=[CH:29][C:28]([C:70]([F:73])([F:72])[F:71])=[CH:27][CH:26]=2)=[CH2:24])=[CH:13][C:14]=1[O:15][CH2:16][C:17]1[CH:18]=[CH:19][CH:20]=[CH:21][CH:22]=1)[C:2]1[CH:3]=[CH:4][CH:5]=[CH:6][CH:7]=1. The yield is 0.480.